Dataset: Cav3 T-type calcium channel HTS with 100,875 compounds. Task: Binary Classification. Given a drug SMILES string, predict its activity (active/inactive) in a high-throughput screening assay against a specified biological target. (1) The result is 0 (inactive). The drug is O1c2cc(CNC(=O)c3cc4c(C(=O)N(C4=O)CC)cc3)ccc2OC1. (2) The drug is S(c1[nH]c2CCCc2c(=O)n1)CC(=O)Nc1cc(c(cc1)C)C. The result is 0 (inactive).